From a dataset of Forward reaction prediction with 1.9M reactions from USPTO patents (1976-2016). Predict the product of the given reaction. (1) Given the reactants [C:1]([O:5][C:6]([N:8]1[CH2:13][CH2:12][C@H:11]([C:14]2[NH:15][CH:16]=[C:17]([C:19]3[CH:24]=[CH:23][C:22]([F:25])=[C:21]([CH3:26])[CH:20]=3)[N:18]=2)[C@H:10]([F:27])[CH2:9]1)=[O:7])([CH3:4])([CH3:3])[CH3:2].[H-].[Na+].Br[CH2:31][CH2:32][O:33]C1CCCCO1.O.C1(C)C=CC(S(O)(=O)=O)=CC=1, predict the reaction product. The product is: [C:1]([O:5][C:6]([N:8]1[CH2:13][CH2:12][C@H:11]([C:14]2[N:15]([CH2:31][CH2:32][OH:33])[CH:16]=[C:17]([C:19]3[CH:24]=[CH:23][C:22]([F:25])=[C:21]([CH3:26])[CH:20]=3)[N:18]=2)[C@H:10]([F:27])[CH2:9]1)=[O:7])([CH3:4])([CH3:3])[CH3:2]. (2) Given the reactants C(OC(=O)[NH:7][CH2:8][CH:9]1[CH2:14][CH2:13][C:12]([F:16])([F:15])[CH2:11][CH2:10]1)(C)(C)C.C([SiH](CC)CC)C.[F:25][C:26]([F:31])([F:30])[C:27]([OH:29])=[O:28], predict the reaction product. The product is: [F:15][C:12]1([F:16])[CH2:13][CH2:14][CH:9]([CH2:8][NH2:7])[CH2:10][CH2:11]1.[C:27]([OH:29])([C:26]([F:31])([F:30])[F:25])=[O:28]. (3) Given the reactants C(Cl)(=O)C(Cl)=O.[O:7]=[C:8]1[CH:15]2[CH2:16][C:11]3([C:18](O)=[O:19])[CH2:12][CH:13]([CH2:17][CH:9]1[CH2:10]3)[CH2:14]2.[NH2:21][C@H:22]1[CH2:27][CH2:26][CH2:25][N:24]([C:28]([O:30][C:31]([CH3:34])([CH3:33])[CH3:32])=[O:29])[CH2:23]1.C(N(CC)C(C)C)(C)C, predict the reaction product. The product is: [O:7]=[C:8]1[CH:9]2[CH2:10][C:11]3([C:18]([NH:21][C@H:22]4[CH2:27][CH2:26][CH2:25][N:24]([C:28]([O:30][C:31]([CH3:34])([CH3:33])[CH3:32])=[O:29])[CH2:23]4)=[O:19])[CH2:12][CH:13]([CH2:14][CH:15]1[CH2:16]3)[CH2:17]2. (4) Given the reactants Br[C:2]1[N:10]([CH2:11][C:12]2[CH:17]=[CH:16][CH:15]=[CH:14][C:13]=2[Cl:18])[C:9]2[C:8](=[O:19])[N:7]([CH2:20][C:21]3[CH:28]=[CH:27][CH:26]=[CH:25][C:22]=3[C:23]#[N:24])[C:6](=[O:29])[N:5]([CH3:30])[C:4]=2[N:3]=1.[NH:31]1[CH2:37][CH2:36][CH2:35][CH2:34][CH:33]([NH2:38])[CH2:32]1.C(N(CC)CC)C.O, predict the reaction product. The product is: [NH2:38][CH:33]1[CH2:34][CH2:35][CH2:36][CH2:37][N:31]([C:2]2[N:10]([CH2:11][C:12]3[CH:17]=[CH:16][CH:15]=[CH:14][C:13]=3[Cl:18])[C:9]3[C:8](=[O:19])[N:7]([CH2:20][C:21]4[CH:28]=[CH:27][CH:26]=[CH:25][C:22]=4[C:23]#[N:24])[C:6](=[O:29])[N:5]([CH3:30])[C:4]=3[N:3]=2)[CH2:32]1.